From a dataset of Catalyst prediction with 721,799 reactions and 888 catalyst types from USPTO. Predict which catalyst facilitates the given reaction. (1) Reactant: [OH:1][N:2]=[CH:3][C:4]1[N:5]=[C:6]([CH:9]2[CH2:14][CH2:13][N:12]([C:15]([O:17][C:18]([CH3:21])([CH3:20])[CH3:19])=[O:16])[CH2:11][CH2:10]2)[S:7][CH:8]=1.[CH:22]([C:24]1[CH:29]=[CH:28][CH:27]=[CH:26][C:25]=1[OH:30])=[CH2:23].C(=O)([O-])O.[K+].ClN1C(=O)CCC1=O. Product: [OH:30][C:25]1[CH:26]=[CH:27][CH:28]=[CH:29][C:24]=1[CH:22]1[O:1][N:2]=[C:3]([C:4]2[N:5]=[C:6]([CH:9]3[CH2:10][CH2:11][N:12]([C:15]([O:17][C:18]([CH3:21])([CH3:20])[CH3:19])=[O:16])[CH2:13][CH2:14]3)[S:7][CH:8]=2)[CH2:23]1. The catalyst class is: 84. (2) Reactant: [CH2:1]([N:8]1[CH2:12][CH2:11][CH:10]([OH:13])[CH2:9]1)[C:2]1[CH:7]=[CH:6][CH:5]=[CH:4][CH:3]=1.[Cl:14][C:15]1[C:20](O)=[CH:19][CH:18]=[CH:17][N:16]=1.C1(P(C2C=CC=CC=2)C2C=CC=CC=2)C=CC=CC=1.N(C(OC(C)C)=O)=NC(OC(C)C)=O. Product: [CH2:1]([N:8]1[CH2:12][CH2:11][CH:10]([O:13][C:20]2[C:15]([Cl:14])=[N:16][CH:17]=[CH:18][CH:19]=2)[CH2:9]1)[C:2]1[CH:3]=[CH:4][CH:5]=[CH:6][CH:7]=1. The catalyst class is: 90.